From a dataset of Full USPTO retrosynthesis dataset with 1.9M reactions from patents (1976-2016). Predict the reactants needed to synthesize the given product. (1) Given the product [NH2:1][C:4]1[CH:9]=[CH:8][C:7]([C:10]2[NH:11][C:12]3[CH:18]=[C:17]([Cl:19])[C:16]([Cl:20])=[CH:15][C:13]=3[N:14]=2)=[CH:6][CH:5]=1, predict the reactants needed to synthesize it. The reactants are: [N+:1]([C:4]1[CH:9]=[CH:8][C:7]([C:10]2[NH:11][C:12]3[CH:18]=[C:17]([Cl:19])[C:16]([Cl:20])=[CH:15][C:13]=3[N:14]=2)=[CH:6][CH:5]=1)([O-])=O.NC1C=C(Cl)C(Cl)=CC=1N.[N+](C1C=CC(C(O)=O)=CC=1)([O-])=O. (2) Given the product [Cl:1][C:2]1[N:3]=[CH:4][C:5]([C:6]([NH:11][C:12]2[CH:21]=[CH:20][C:19]([Cl:22])=[CH:18][C:13]=2[C:14]([O:16][CH3:17])=[O:15])=[O:7])=[CH:9][CH:10]=1, predict the reactants needed to synthesize it. The reactants are: [Cl:1][C:2]1[CH:10]=[CH:9][C:5]([C:6](Cl)=[O:7])=[CH:4][N:3]=1.[NH2:11][C:12]1[CH:21]=[CH:20][C:19]([Cl:22])=[CH:18][C:13]=1[C:14]([O:16][CH3:17])=[O:15]. (3) The reactants are: [Br:1][C:2]1[CH:3]=[C:4]2[C:9](=[CH:10][C:11]=1[O:12][CH3:13])[CH:8]=[N:7][CH:6]([CH2:14][CH3:15])[CH2:5]2.C(O[CH:19]=[C:20]([C:26](=[O:28])[CH3:27])[C:21]([O:23][CH2:24][CH3:25])=[O:22])C. Given the product [Br:1][C:2]1[C:11]([O:12][CH3:13])=[CH:10][C:9]2[CH:8]3[N:7]([CH:6]([CH2:14][CH3:15])[CH2:5][C:4]=2[CH:3]=1)[CH:19]=[C:20]([C:21]([O:23][CH2:24][CH3:25])=[O:22])[C:26](=[O:28])[CH2:27]3, predict the reactants needed to synthesize it. (4) Given the product [CH3:44][NH:46][C:21]1[N:20]=[C:19]2[N:15]([CH2:14][CH:11]3[CH2:12][CH2:13][CH:8]([NH:7][C:6](=[O:32])[O:5][C:1]([CH3:4])([CH3:3])[CH3:2])[CH2:9][CH2:10]3)[N:16]=[C:17]([C:26]3[CH:31]=[CH:30][CH:29]=[CH:28][CH:27]=3)[C:18]2=[CH:23][N:22]=1, predict the reactants needed to synthesize it. The reactants are: [C:1]([O:5][C:6](=[O:32])[NH:7][CH:8]1[CH2:13][CH2:12][CH:11]([CH2:14][N:15]2[C:19]3=[N:20][C:21](SC)=[N:22][CH:23]=[C:18]3[C:17]([C:26]3[CH:31]=[CH:30][CH:29]=[CH:28][CH:27]=3)=[N:16]2)[CH2:10][CH2:9]1)([CH3:4])([CH3:3])[CH3:2].ClC1C=C(C=CC=1)C(OO)=O.[CH2:44]([NH2:46])C. (5) Given the product [F:24][C:20]1[CH:21]=[CH:22][CH:23]=[C:2]([F:1])[C:3]=1[CH2:4][O:5][C:6]1[C:7]2[N:8]([C:13]([C:17]([NH:58][CH:59]3[CH2:64][N:63]([C:65]([O:67][C:68]([CH3:69])([CH3:70])[CH3:71])=[O:66])[CH2:62][C:61]([F:73])([F:72])[CH2:60]3)=[O:19])=[C:14]([CH3:16])[N:15]=2)[CH:9]=[C:10]([CH3:12])[CH:11]=1, predict the reactants needed to synthesize it. The reactants are: [F:1][C:2]1[CH:23]=[CH:22][CH:21]=[C:20]([F:24])[C:3]=1[CH2:4][O:5][C:6]1[C:7]2[N:8]([C:13]([C:17]([OH:19])=O)=[C:14]([CH3:16])[N:15]=2)[CH:9]=[C:10]([CH3:12])[CH:11]=1.CN(C(ON1N=NC2C=CC=NC1=2)=[N+](C)C)C.F[P-](F)(F)(F)(F)F.C(N(CC)C(C)C)(C)C.[NH2:58][CH:59]1[CH2:64][N:63]([C:65]([O:67][C:68]([CH3:71])([CH3:70])[CH3:69])=[O:66])[CH2:62][C:61]([F:73])([F:72])[CH2:60]1. (6) Given the product [CH:17]([O:20][C:21]1[CH:26]=[C:25]([C:2]2[N:3]=[C:4]3[C:10]([C:11](=[O:16])[C:12]([CH3:15])([CH3:14])[CH3:13])=[CH:9][NH:8][C:5]3=[N:6][CH:7]=2)[CH:24]=[CH:23][CH:22]=1)([CH3:19])[CH3:18], predict the reactants needed to synthesize it. The reactants are: Br[C:2]1[N:3]=[C:4]2[C:10]([C:11](=[O:16])[C:12]([CH3:15])([CH3:14])[CH3:13])=[CH:9][NH:8][C:5]2=[N:6][CH:7]=1.[CH:17]([O:20][C:21]1[CH:22]=[C:23](B(O)O)[CH:24]=[CH:25][CH:26]=1)([CH3:19])[CH3:18]. (7) Given the product [Cl:14][C:11]([F:13])([F:12])[C:8]1[N:6]2[CH:7]=[C:2]([C:21]3[CH:20]=[CH:19][C:18]([O:17][C:16]([F:15])([F:27])[F:28])=[CH:23][CH:22]=3)[CH:3]=[CH:4][C:5]2=[N:10][N:9]=1, predict the reactants needed to synthesize it. The reactants are: Br[C:2]1[CH:3]=[CH:4][C:5]2[N:6]([C:8]([C:11]([Cl:14])([F:13])[F:12])=[N:9][N:10]=2)[CH:7]=1.[F:15][C:16]([F:28])([F:27])[O:17][C:18]1[CH:23]=[CH:22][C:21](B(O)O)=[CH:20][CH:19]=1.C(=O)([O-])[O-].[K+].[K+]. (8) Given the product [Br:1][C:2]1[C:10]2[C:9](=[O:11])[N:8]([CH2:19][CH2:18][C:13]3[CH:14]=[CH:15][CH:16]=[CH:17][N:12]=3)[N:7]=[CH:6][C:5]=2[S:4][CH:3]=1, predict the reactants needed to synthesize it. The reactants are: [Br:1][C:2]1[C:10]2[C:9](=[O:11])[NH:8][N:7]=[CH:6][C:5]=2[S:4][CH:3]=1.[N:12]1[CH:17]=[CH:16][CH:15]=[CH:14][C:13]=1[CH2:18][CH2:19]O.